From a dataset of Reaction yield outcomes from USPTO patents with 853,638 reactions. Predict the reaction yield, written as a fraction of the theoretical maximum amount of product (1.0 means a 100% yield; for example, 0.34 means a 34% yield). The reactants are CC(OI1(OC(C)=O)(OC(C)=O)OC(=O)C2C=CC=CC1=2)=O.[F:23][C:24]1[CH:29]=[CH:28][C:27]([S:30]([C@@:33]2([C:50]3[CH:55]=[CH:54][C:53]([C:56]([F:65])([C:61]([F:64])([F:63])[F:62])[C:57]([F:60])([F:59])[F:58])=[CH:52][CH:51]=3)[CH2:37][CH2:36][N:35]([C:38]([C:40]3([O:48][CH3:49])[CH2:45][CH2:44][CH:43]([CH2:46][OH:47])[CH2:42][CH2:41]3)=[O:39])[CH2:34]2)(=[O:32])=[O:31])=[CH:26][CH:25]=1. The catalyst is ClCCl. The product is [F:23][C:24]1[CH:25]=[CH:26][C:27]([S:30]([C@@:33]2([C:50]3[CH:55]=[CH:54][C:53]([C:56]([F:65])([C:61]([F:62])([F:63])[F:64])[C:57]([F:58])([F:59])[F:60])=[CH:52][CH:51]=3)[CH2:37][CH2:36][N:35]([C:38]([C:40]3([O:48][CH3:49])[CH2:41][CH2:42][CH:43]([CH:46]=[O:47])[CH2:44][CH2:45]3)=[O:39])[CH2:34]2)(=[O:31])=[O:32])=[CH:28][CH:29]=1. The yield is 0.750.